This data is from Buchwald-Hartwig C-N cross coupling reaction yields with 55,370 reactions. The task is: Predict the reaction yield, written as a fraction of the theoretical maximum amount of product (1.0 means a 100% yield; for example, 0.34 means a 34% yield). (1) The product is COc1ccc(Nc2ccc(C)cc2)cc1. No catalyst specified. The yield is 0.0126. The reactants are COc1ccc(Cl)cc1.Cc1ccc(N)cc1.O=S(=O)(O[Pd]1c2ccccc2-c2ccccc2N~1)C(F)(F)F.COc1ccc(OC)c(P([C@]23C[C@H]4C[C@H](C[C@H](C4)C2)C3)[C@]23C[C@H]4C[C@H](C[C@H](C4)C2)C3)c1-c1c(C(C)C)cc(C(C)C)cc1C(C)C.CCN=P(N=P(N(C)C)(N(C)C)N(C)C)(N(C)C)N(C)C.c1ccc(-c2ccon2)cc1. (2) The reactants are COc1ccc(I)cc1.Cc1ccc(N)cc1.O=S(=O)(O[Pd]1c2ccccc2-c2ccccc2N~1)C(F)(F)F.CC(C)c1cc(C(C)C)c(-c2ccccc2P(C2CCCCC2)C2CCCCC2)c(C(C)C)c1.CN1CCCN2CCCN=C12.COC(=O)c1cc(-c2cccs2)on1. No catalyst specified. The product is COc1ccc(Nc2ccc(C)cc2)cc1. The yield is 0.0611. (3) The reactants are Clc1ccccn1.Cc1ccc(N)cc1.O=S(=O)(O[Pd]1c2ccccc2-c2ccccc2N~1)C(F)(F)F.COc1ccc(OC)c(P([C@]23C[C@H]4C[C@H](C[C@H](C4)C2)C3)[C@]23C[C@H]4C[C@H](C[C@H](C4)C2)C3)c1-c1c(C(C)C)cc(C(C)C)cc1C(C)C.CCN=P(N=P(N(C)C)(N(C)C)N(C)C)(N(C)C)N(C)C.Cc1cc(-c2ccccc2)on1. No catalyst specified. The product is Cc1ccc(Nc2ccccn2)cc1. The yield is 0.742. (4) The reactants are Clc1cccnc1.Cc1ccc(N)cc1.O=S(=O)(O[Pd]1c2ccccc2-c2ccccc2N~1)C(F)(F)F.COc1ccc(OC)c(P(C(C)(C)C)C(C)(C)C)c1-c1c(C(C)C)cc(C(C)C)cc1C(C)C.CN1CCCN2CCCN=C12.c1ccc2nocc2c1. No catalyst specified. The product is Cc1ccc(Nc2cccnc2)cc1. The yield is 0. (5) The reactants are FC(F)(F)c1ccc(I)cc1.Cc1ccc(N)cc1.O=S(=O)(O[Pd]1c2ccccc2-c2ccccc2N~1)C(F)(F)F.COc1ccc(OC)c(P([C@]23C[C@H]4C[C@H](C[C@H](C4)C2)C3)[C@]23C[C@H]4C[C@H](C[C@H](C4)C2)C3)c1-c1c(C(C)C)cc(C(C)C)cc1C(C)C.CCN=P(N=P(N(C)C)(N(C)C)N(C)C)(N(C)C)N(C)C.Cc1cc(-n2cccc2)no1. No catalyst specified. The product is Cc1ccc(Nc2ccc(C(F)(F)F)cc2)cc1. The yield is 0.298. (6) The reactants are Ic1cccnc1.Cc1ccc(N)cc1.O=S(=O)(O[Pd]1c2ccccc2-c2ccccc2N~1)C(F)(F)F.COc1ccc(OC)c(P(C(C)(C)C)C(C)(C)C)c1-c1c(C(C)C)cc(C(C)C)cc1C(C)C.CCN=P(N=P(N(C)C)(N(C)C)N(C)C)(N(C)C)N(C)C.c1ccc(-c2ccon2)cc1. No catalyst specified. The product is Cc1ccc(Nc2cccnc2)cc1. The yield is 0.0459.